This data is from Experimentally validated miRNA-target interactions with 360,000+ pairs, plus equal number of negative samples. The task is: Binary Classification. Given a miRNA mature sequence and a target amino acid sequence, predict their likelihood of interaction. (1) The miRNA is hsa-miR-4463 with sequence GAGACUGGGGUGGGGCC. The protein sequence of the target gene is MGRSRSRSSSRSKHTKSSKHNKKRSRSRSRSRDKERVRKRSKSRESKRNRRRESRSRSRSTNTAVSRRERDRERASSPPDRIDIFGRTVSKRSSLDEKQKREEEEKKAEFERQRKIRQQEIEEKLIEEETARRVEELVAKRVEEELEKRKDEIEREVLRRVEEAKRIMEKQLLEELERQRQAELAAQKAREEEERAKREELERILEENNRKIAEAQAKLAEEQLRIVEEQRKIHEERMKLEQERQRQQKEEQKIILGKGKSRPKLSFSLKTQD. Result: 1 (interaction). (2) The miRNA is hsa-miR-487b-5p with sequence GUGGUUAUCCCUGUCCUGUUCG. The protein sequence of the target gene is MASLGQILFWSIISIIIILAGAIALIIGFGISGRHSITVTTVASAGNIGEDGILSCTFEPDIKLSDIVIQWLKEGVLGLVHEFKEGKDELSEQDEMFRGRTAVFADQVIVGNASLRLKNVQLTDAGTYKCYIITSKGKGNANLEYKTGAFSMPEVNVDYNASSETLRCEAPRWFPQPTVVWASQVDQGANFSEVSNTSFELNSENVTMKVVSVLYNVTINNTYSCMIENDIAKATGDIKVTESEIKRRSHLQLLNSKASLCVSSFFAISWALLPLSPYLMLK. Result: 0 (no interaction). (3) The miRNA is hsa-miR-4271 with sequence GGGGGAAGAAAAGGUGGGG. The protein sequence of the target gene is MDTKTQSLPNTHAQPHSNSRPQSHACHHCSCSQHCQSRSRSRSCRSRSSSRRPRSHRSPTGRQGQSPGPSPPLRRHRHTMHSHQCPSRPVTHSCSHSKNRKNLEGKVIKRKQVKRSKQVYKRKRQSSGRKYN. Result: 0 (no interaction). (4) The miRNA is hsa-miR-30d-3p with sequence CUUUCAGUCAGAUGUUUGCUGC. The protein sequence of the target gene is MAEMRPGPLVGKQLNELPDHSPLLQPGLAELRRRVQEAGVPQTPQPLTDAFLLRFLRARDFDLDLAWRLMKNYYKWRAECPELSADLRPRSILGLLKAGYHGVLRSRDSTGSRVLIYRIAYWDPKVFTAYDVFRVSLITSELIVQEVETQRNGVKAIFDLEGWQVSHAFQITPSVAKKIAAVLTDSFPLKVRGIHLINEPVIFHAVFSMIKPFLTEKIKDRIHLHGNNYKSSMLQHFPDILPREYGGKEFSMEDICQEWTNFIMKSEDYLSSISETIQ. Result: 0 (no interaction).